This data is from Peptide-MHC class II binding affinity with 134,281 pairs from IEDB. The task is: Regression. Given a peptide amino acid sequence and an MHC pseudo amino acid sequence, predict their binding affinity value. This is MHC class II binding data. The binding affinity (normalized) is 0.539. The MHC is DRB1_0405 with pseudo-sequence DRB1_0405. The peptide sequence is CTGMLKRRLGLMSLS.